From a dataset of Forward reaction prediction with 1.9M reactions from USPTO patents (1976-2016). Predict the product of the given reaction. (1) Given the reactants [NH2:1][C:2]1[C:7]2[N:8]([CH3:14])[CH2:9][CH2:10][NH:11][C:12](=[O:13])[C:6]=2[CH:5]=[CH:4][CH:3]=1.Cl[C:16]1[N:21]=[C:20]([NH:22][C:23]2[CH:32]=[CH:31][CH:30]=[CH:29][C:24]=2[C:25]([NH:27][CH3:28])=[O:26])[C:19]([Cl:33])=[CH:18][N:17]=1.Cl, predict the reaction product. The product is: [Cl:33][C:19]1[C:20]([NH:22][C:23]2[CH:32]=[CH:31][CH:30]=[CH:29][C:24]=2[C:25]([NH:27][CH3:28])=[O:26])=[N:21][C:16]([NH:1][C:2]2[C:7]3[N:8]([CH3:14])[CH2:9][CH2:10][NH:11][C:12](=[O:13])[C:6]=3[CH:5]=[CH:4][CH:3]=2)=[N:17][CH:18]=1. (2) Given the reactants [C:1]1([C:7]([C:14]2[CH:19]=[CH:18][CH:17]=[CH:16][CH:15]=2)([CH3:13])[C:8]([N:10]=[C:11]=[O:12])=[O:9])[CH:6]=[CH:5][CH:4]=[CH:3][CH:2]=1.[C:20]1([CH2:26][CH2:27][CH2:28][CH2:29][OH:30])[CH:25]=[CH:24][CH:23]=[CH:22][CH:21]=1, predict the reaction product. The product is: [C:20]1([CH2:26][CH2:27][CH2:28][CH2:29][O:30][C:11](=[O:12])[NH:10][C:8](=[O:9])[C:7]([C:1]2[CH:2]=[CH:3][CH:4]=[CH:5][CH:6]=2)([C:14]2[CH:19]=[CH:18][CH:17]=[CH:16][CH:15]=2)[CH3:13])[CH:25]=[CH:24][CH:23]=[CH:22][CH:21]=1. (3) Given the reactants [Cl:1][C:2]1[CH:7]=[CH:6][CH:5]=[C:4]([Cl:8])[C:3]=1[S:9][CH2:10][C:11]1[C:15]([CH2:16][OH:17])=[C:14]([CH:18]([CH3:20])[CH3:19])[O:13][N:12]=1.O[C:22]1[CH:27]=[CH:26][C:25]([C:28]2[CH:29]=[C:30]3[C:35](=[CH:36][CH:37]=2)[N:34]=[C:33]([C:38]([O:40][CH2:41][CH3:42])=[O:39])[CH:32]=[CH:31]3)=[CH:24][CH:23]=1.C1(P(C2C=CC=CC=2)C2C=CC=CC=2)C=CC=CC=1, predict the reaction product. The product is: [Cl:8][C:4]1[CH:5]=[CH:6][CH:7]=[C:2]([Cl:1])[C:3]=1[S:9][CH2:10][C:11]1[C:15]([CH2:16][O:17][C:22]2[CH:23]=[CH:24][C:25]([C:28]3[CH:29]=[C:30]4[C:35](=[CH:36][CH:37]=3)[N:34]=[C:33]([C:38]([O:40][CH2:41][CH3:42])=[O:39])[CH:32]=[CH:31]4)=[CH:26][CH:27]=2)=[C:14]([CH:18]([CH3:20])[CH3:19])[O:13][N:12]=1. (4) The product is: [S:9]1[CH:10]=[CH:11][CH:12]=[C:8]1[C:5]1[CH:6]=[CH:7][C:2]2[N:3]([C:21]([CH2:20][C:17]3[CH:18]=[CH:19][C:14]([OH:13])=[CH:15][CH:16]=3)=[N:23][N:24]=2)[N:4]=1. Given the reactants Cl[C:2]1[N:3]=[N:4][C:5]([C:8]2[S:9][CH:10]=[CH:11][CH:12]=2)=[CH:6][CH:7]=1.[OH:13][C:14]1[CH:19]=[CH:18][C:17]([CH2:20][C:21]([NH:23][NH2:24])=O)=[CH:16][CH:15]=1, predict the reaction product. (5) Given the reactants [Cl:1][C:2]1[C:7]([C:8]#[N:9])=[CH:6][N:5]=[C:4]2[S:10][C:11]([I:13])=[CH:12][C:3]=12.[NH2:14][C:15]1[CH:23]=[CH:22][CH:21]=[C:20]2[C:16]=1[CH:17]=[CH:18][NH:19]2, predict the reaction product. The product is: [ClH:1].[NH:19]1[C:20]2[C:16](=[C:15]([NH:14][C:2]3[C:7]([C:8]#[N:9])=[CH:6][N:5]=[C:4]4[S:10][C:11]([I:13])=[CH:12][C:3]=34)[CH:23]=[CH:22][CH:21]=2)[CH:17]=[CH:18]1. (6) Given the reactants Cl[C:2]1[N:7]=[CH:6][N:5]=[C:4]([NH2:8])[C:3]=1[C:9]1[O:10][C:11]([CH3:14])=[N:12][N:13]=1.[NH2:15][C@H:16]([C:19]1[N:28]([CH:29]2[CH2:31][CH2:30]2)[C:27](=[O:32])[C:26]2[C:21](=[CH:22][CH:23]=[CH:24][C:25]=2[Cl:33])[N:20]=1)[CH2:17][CH3:18].CCN(C(C)C)C(C)C, predict the reaction product. The product is: [NH2:8][C:4]1[N:5]=[CH:6][N:7]=[C:2]([NH:15][C@H:16]([C:19]2[N:28]([CH:29]3[CH2:30][CH2:31]3)[C:27](=[O:32])[C:26]3[C:21](=[CH:22][CH:23]=[CH:24][C:25]=3[Cl:33])[N:20]=2)[CH2:17][CH3:18])[C:3]=1[C:9]1[O:10][C:11]([CH3:14])=[N:12][N:13]=1. (7) Given the reactants [OH:1][C:2]1[C:11]2[C:6](=[CH:7][CH:8]=[C:9]([S:12][CH3:13])[CH:10]=2)[C:5]([CH3:15])([CH3:14])[C:4](=[O:16])[C:3]=1[C:17]([NH:19][CH2:20][C:21]([O:23]C(C)(C)C)=[O:22])=[O:18].C(O)(C(F)(F)F)=O, predict the reaction product. The product is: [OH:1][C:2]1[C:11]2[C:6](=[CH:7][CH:8]=[C:9]([S:12][CH3:13])[CH:10]=2)[C:5]([CH3:14])([CH3:15])[C:4](=[O:16])[C:3]=1[C:17]([NH:19][CH2:20][C:21]([OH:23])=[O:22])=[O:18]. (8) Given the reactants C1(P(C2C=CC=CC=2)C2C=CC=CC=2)C=CC=CC=1.BrN1C(=O)CCC1=O.[CH:28]1([CH2:33][C@H:34]([C:38]2[CH:43]=[CH:42][C:41]([Cl:44])=[C:40]([Cl:45])[CH:39]=2)[C:35]([OH:37])=O)[CH2:32][CH2:31][CH2:30][CH2:29]1.[NH2:46][C:47]1[S:48][C:49]2[CH:55]=[CH:54][CH:53]=[CH:52][C:50]=2[N:51]=1.N1C=CC=CC=1, predict the reaction product. The product is: [S:48]1[C:49]2[CH:55]=[CH:54][CH:53]=[CH:52][C:50]=2[N:51]=[C:47]1[NH:46][C:35](=[O:37])[C@@H:34]([C:38]1[CH:43]=[CH:42][C:41]([Cl:44])=[C:40]([Cl:45])[CH:39]=1)[CH2:33][CH:28]1[CH2:29][CH2:30][CH2:31][CH2:32]1. (9) Given the reactants CO[C:3](=O)[C:4]1[CH:9]=[CH:8][C:7]([F:10])=[CH:6][CH:5]=1.[CH2:12]([Mg]Br)[CH3:13].B(F)(F)F.[CH3:20][CH2:21]OCC, predict the reaction product. The product is: [CH2:20]([C:3]([C:4]1[CH:9]=[CH:8][C:7]([F:10])=[CH:6][CH:5]=1)=[CH:12][CH3:13])[CH3:21].